This data is from Peptide-MHC class II binding affinity with 134,281 pairs from IEDB. The task is: Regression. Given a peptide amino acid sequence and an MHC pseudo amino acid sequence, predict their binding affinity value. This is MHC class II binding data. (1) The peptide sequence is KIPKKASEGAVDIIN. The MHC is HLA-DPA10301-DPB10402 with pseudo-sequence HLA-DPA10301-DPB10402. The binding affinity (normalized) is 0.232. (2) The peptide sequence is EKLQLKGTTYGVCSKAFK. The MHC is DRB1_1501 with pseudo-sequence DRB1_1501. The binding affinity (normalized) is 0.221.